Dataset: NCI-60 drug combinations with 297,098 pairs across 59 cell lines. Task: Regression. Given two drug SMILES strings and cell line genomic features, predict the synergy score measuring deviation from expected non-interaction effect. (1) Drug 1: COC1=CC(=CC(=C1O)OC)C2C3C(COC3=O)C(C4=CC5=C(C=C24)OCO5)OC6C(C(C7C(O6)COC(O7)C8=CC=CS8)O)O. Drug 2: CCC1(CC2CC(C3=C(CCN(C2)C1)C4=CC=CC=C4N3)(C5=C(C=C6C(=C5)C78CCN9C7C(C=CC9)(C(C(C8N6C)(C(=O)OC)O)OC(=O)C)CC)OC)C(=O)OC)O.OS(=O)(=O)O. Cell line: NCI-H226. Synergy scores: CSS=39.7, Synergy_ZIP=-12.9, Synergy_Bliss=-5.62, Synergy_Loewe=-3.27, Synergy_HSA=-2.88. (2) Drug 1: CN(C)C1=NC(=NC(=N1)N(C)C)N(C)C. Drug 2: CC=C1C(=O)NC(C(=O)OC2CC(=O)NC(C(=O)NC(CSSCCC=C2)C(=O)N1)C(C)C)C(C)C. Cell line: HS 578T. Synergy scores: CSS=46.6, Synergy_ZIP=1.38, Synergy_Bliss=0.115, Synergy_Loewe=-62.4, Synergy_HSA=-4.10. (3) Drug 1: COC1=NC(=NC2=C1N=CN2C3C(C(C(O3)CO)O)O)N. Drug 2: C1CC(=O)NC(=O)C1N2C(=O)C3=CC=CC=C3C2=O. Cell line: MALME-3M. Synergy scores: CSS=-2.33, Synergy_ZIP=2.57, Synergy_Bliss=3.45, Synergy_Loewe=-3.21, Synergy_HSA=-2.22. (4) Drug 1: CN(C(=O)NC(C=O)C(C(C(CO)O)O)O)N=O. Drug 2: CC1C(C(CC(O1)OC2CC(CC3=C2C(=C4C(=C3O)C(=O)C5=CC=CC=C5C4=O)O)(C(=O)C)O)N)O. Cell line: SK-MEL-2. Synergy scores: CSS=50.3, Synergy_ZIP=3.18, Synergy_Bliss=3.89, Synergy_Loewe=-63.4, Synergy_HSA=0.887.